Predict the reaction yield, written as a fraction of the theoretical maximum amount of product (1.0 means a 100% yield; for example, 0.34 means a 34% yield). From a dataset of Reaction yield outcomes from USPTO patents with 853,638 reactions. (1) The reactants are [CH2:1]([O:3][C:4]1[C:12]([O:13][CH3:14])=[CH:11][CH:10]=[CH:9][C:5]=1[CH2:6]CN)[CH3:2].[CH3:15][NH:16]CC1C=CC2C(=CC=CC=2)C=1CCC.[ClH:31].[CH3:32][N:33]1[CH2:38][CH2:37][N:36]([C:39](=[O:58])[CH2:40][N:41]2[CH2:47][C:46]3[CH:48]=[C:49](/[CH:52]=[CH:53]/[C:54]([OH:56])=O)[CH:50]=[N:51][C:45]=3[NH:44][C:43](=[O:57])[CH2:42]2)[CH2:35][CH2:34]1.Cl.CN1CC2C=C(/C=C/C(O)=O)C=NC=2NC(=O)C1. No catalyst specified. The product is [ClH:31].[CH2:1]([O:3][C:4]1[C:12]([O:13][CH3:14])=[CH:11][CH:10]=[CH:9][C:5]=1[CH2:6][N:16]([CH3:15])[C:54](=[O:56])/[CH:53]=[CH:52]/[C:49]1[CH:50]=[N:51][C:45]2[NH:44][C:43](=[O:57])[CH2:42][N:41]([CH2:40][C:39]([N:36]3[CH2:37][CH2:38][N:33]([CH3:32])[CH2:34][CH2:35]3)=[O:58])[CH2:47][C:46]=2[CH:48]=1)[CH3:2]. The yield is 0.470. (2) The reactants are [Br:1][C:2]1[C:3]([C:34]([O:36]CC)=O)=[C:4]([CH2:16][N:17]([CH2:28][C:29]([O:31][CH2:32][CH3:33])=[O:30])S(C2C=CC(C)=CC=2)(=O)=O)[N:5]([CH2:8][C:9]2[CH:14]=[CH:13][C:12]([F:15])=[CH:11][CH:10]=2)[C:6]=1[Br:7].[Li+].C[Si]([N-][Si](C)(C)C)(C)C. The catalyst is C1COCC1. The product is [Br:7][C:6]1[N:5]([CH2:8][C:9]2[CH:14]=[CH:13][C:12]([F:15])=[CH:11][CH:10]=2)[C:4]2=[CH:16][N:17]=[C:28]([C:29]([O:31][CH2:32][CH3:33])=[O:30])[C:34]([OH:36])=[C:3]2[C:2]=1[Br:1]. The yield is 0.600. (3) The reactants are [OH:1][C:2]1[C:11]([C:12](=[O:15])[CH2:13][CH3:14])=[CH:10][CH:9]=[C:8]2[C:3]=1[CH:4]=[CH:5][CH2:6][O:7]2.[N+](=[CH:18][C:19]([O:21][CH2:22][CH3:23])=[O:20])=[N-]. The catalyst is ClCCCl. The product is [CH2:22]([O:21][C:19]([CH:18]1[CH:4]2[CH:5]1[CH2:6][O:7][C:8]1[CH:9]=[CH:10][C:11]([C:12](=[O:15])[CH2:13][CH3:14])=[C:2]([OH:1])[C:3]=12)=[O:20])[CH3:23]. The yield is 0.410. (4) The reactants are [NH:1]1[C:9]2[C:4](=[CH:5][CH:6]=[CH:7][CH:8]=2)[CH2:3][CH2:2]1.C(=O)([O-])[O-].[K+].[K+].[CH2:16](Br)[C:17]1[CH:22]=[CH:21][CH:20]=[CH:19][CH:18]=1. The catalyst is CO. The product is [CH2:16]([N:1]1[C:9]2[C:4](=[CH:5][CH:6]=[CH:7][CH:8]=2)[CH2:3][CH2:2]1)[C:17]1[CH:22]=[CH:21][CH:20]=[CH:19][CH:18]=1. The yield is 0.830. (5) The reactants are [CH3:1][O:2][C:3](=[O:15])[CH2:4][C:5]1[CH:10]=[CH:9][CH:8]=[C:7]([CH2:11][C@@H:12]([NH2:14])[CH3:13])[CH:6]=1.C(N(CC)CC)C.CN1CCCC1=O.C(N[CH2:38][C@@H:39]([C:48]1[CH:57]=[CH:56][C:55]([O:58][CH2:59][C:60]2[CH:65]=[CH:64][CH:63]=[CH:62][CH:61]=2)=[C:54]2[C:49]=1[CH:50]=[CH:51][C:52](=[O:66])[NH:53]2)[O:40][Si:41]([C:44]([CH3:47])([CH3:46])[CH3:45])([CH3:43])[CH3:42])C1C=CC=CC=1. The catalyst is CCOC(C)=O. The product is [CH3:1][O:2][C:3](=[O:15])[CH2:4][C:5]1[CH:10]=[CH:9][CH:8]=[C:7]([CH2:11][C@@H:12]([NH:14][CH2:38][C@@H:39]([C:48]2[CH:57]=[CH:56][C:55]([O:58][CH2:59][C:60]3[CH:65]=[CH:64][CH:63]=[CH:62][CH:61]=3)=[C:54]3[C:49]=2[CH:50]=[CH:51][C:52](=[O:66])[NH:53]3)[O:40][Si:41]([C:44]([CH3:47])([CH3:46])[CH3:45])([CH3:43])[CH3:42])[CH3:13])[CH:6]=1. The yield is 0.200.